From a dataset of Peptide-MHC class I binding affinity with 185,985 pairs from IEDB/IMGT. Regression. Given a peptide amino acid sequence and an MHC pseudo amino acid sequence, predict their binding affinity value. This is MHC class I binding data. (1) The peptide sequence is TTRAWFDKK. The MHC is HLA-B07:02 with pseudo-sequence HLA-B07:02. The binding affinity (normalized) is 0.0847. (2) The peptide sequence is LADVCNWTY. The MHC is HLA-A03:01 with pseudo-sequence HLA-A03:01. The binding affinity (normalized) is 0.0847. (3) The peptide sequence is VSSHKGWAK. The MHC is HLA-A24:03 with pseudo-sequence HLA-A24:03. The binding affinity (normalized) is 0.0847. (4) The peptide sequence is CQCTVQEFI. The MHC is HLA-A01:01 with pseudo-sequence HLA-A01:01. The binding affinity (normalized) is 0.0519. (5) The peptide sequence is HTQGYFPDWQ. The MHC is HLA-A24:02 with pseudo-sequence HLA-A24:02. The binding affinity (normalized) is 0. (6) The peptide sequence is KLHLYSHPI. The MHC is HLA-A68:02 with pseudo-sequence HLA-A68:02. The binding affinity (normalized) is 0.0580. (7) The peptide sequence is APPGYALL. The MHC is Mamu-A01 with pseudo-sequence Mamu-A01. The binding affinity (normalized) is 0.796. (8) The peptide sequence is NESGRLIDF. The MHC is HLA-A26:01 with pseudo-sequence HLA-A26:01. The binding affinity (normalized) is 0.0847. (9) The MHC is HLA-B39:01 with pseudo-sequence HLA-B39:01. The binding affinity (normalized) is 0.0847. The peptide sequence is NFWLNTLLF.